Task: Binary Classification. Given a T-cell receptor sequence (or CDR3 region) and an epitope sequence, predict whether binding occurs between them.. Dataset: TCR-epitope binding with 47,182 pairs between 192 epitopes and 23,139 TCRs (1) The epitope is TPGPGVRYPL. The TCR CDR3 sequence is CASSQDRATQETQYF. Result: 1 (the TCR binds to the epitope). (2) The epitope is HLVDFQVTI. The TCR CDR3 sequence is CASSLVSGGTGELFF. Result: 1 (the TCR binds to the epitope).